This data is from CYP2C19 inhibition data for predicting drug metabolism from PubChem BioAssay. The task is: Regression/Classification. Given a drug SMILES string, predict its absorption, distribution, metabolism, or excretion properties. Task type varies by dataset: regression for continuous measurements (e.g., permeability, clearance, half-life) or binary classification for categorical outcomes (e.g., BBB penetration, CYP inhibition). Dataset: cyp2c19_veith. (1) The result is 0 (non-inhibitor). The drug is O=C(CSc1nc2ccc([N+](=O)[O-])cc2s1)c1ccc2ccccc2c1. (2) The drug is CSc1nc(Oc2ccc(F)cc2)c2ccccc2n1. The result is 1 (inhibitor). (3) The molecule is CNS(=O)(=O)c1cnccc1N1CCN(c2ccc(Cl)c(C(F)(F)F)c2)CC1. The result is 1 (inhibitor). (4) The compound is CCN(C(=O)c1cnc(N2CCN(c3ncccn3)CC2)c2ccccc12)c1cccc(Cl)c1. The result is 1 (inhibitor). (5) The molecule is Nc1ncnc2c1c(-c1ccc(Oc3ccccc3)cc1)cn2C1CCCC1. The result is 1 (inhibitor). (6) The compound is CCNC(=O)NC1(C(=O)Nc2ccc3c(c2)OCCO3)CCCCC1. The result is 1 (inhibitor).